This data is from Forward reaction prediction with 1.9M reactions from USPTO patents (1976-2016). The task is: Predict the product of the given reaction. Given the reactants [CH:1]1([CH2:7][C@H:8]([N:12]2[CH2:16][C:15]([O:17][C:18]3[CH:23]=[CH:22][CH:21]=[C:20]([O:24][CH3:25])[C:19]=3[O:26][CH3:27])=[CH:14][C:13]2=[O:28])[C:9](O)=[O:10])[CH2:6][CH2:5][CH2:4][CH2:3][CH2:2]1.Cl.[CH3:30]N(C)CCCN=C=NCC.C(N(CC)C(C)C)(C)C.ON1C2C=CC=CC=2N=N1.Cl.[OH:61][C@@H:62]([CH2:92]O)[CH2:63][N:64]1[CH:68]=[CH:67][C:66]([NH:69]C(=O)[C@@H](N2CC(OC3C=CC=C(Cl)C=3Cl)=CC2=O)CC(C)C)=[N:65]1, predict the reaction product. The product is: [CH:1]1([CH2:7][C@H:8]([N:12]2[CH2:16][C:15]([O:17][C:18]3[CH:23]=[CH:22][CH:21]=[C:20]([O:24][CH3:25])[C:19]=3[O:26][CH3:27])=[CH:14][C:13]2=[O:28])[C:9]([NH:69][C:66]2[CH:67]=[CH:68][N:64]([CH2:63][C:62]([OH:61])([CH3:92])[CH3:30])[N:65]=2)=[O:10])[CH2:2][CH2:3][CH2:4][CH2:5][CH2:6]1.